From a dataset of Peptide-MHC class II binding affinity with 134,281 pairs from IEDB. Regression. Given a peptide amino acid sequence and an MHC pseudo amino acid sequence, predict their binding affinity value. This is MHC class II binding data. (1) The peptide sequence is DTFRKLFGVYSNFLR. The MHC is DRB1_0405 with pseudo-sequence DRB1_0405. The binding affinity (normalized) is 0.506. (2) The peptide sequence is TKPEACSGEPVVVHI. The MHC is HLA-DQA10301-DQB10302 with pseudo-sequence HLA-DQA10301-DQB10302. The binding affinity (normalized) is 0.101. (3) The peptide sequence is AAAPRTAMATLIVAT. The MHC is H-2-IAd with pseudo-sequence H-2-IAd. The binding affinity (normalized) is 0.591. (4) The peptide sequence is FPGGKCSGITVSSTY. The MHC is DRB1_0802 with pseudo-sequence DRB1_0802. The binding affinity (normalized) is 0. (5) The peptide sequence is RYLEFEALGFLNEDH. The MHC is DRB3_0101 with pseudo-sequence DRB3_0101. The binding affinity (normalized) is 0.564. (6) The peptide sequence is AWRTATLILAGVSLL. The MHC is DRB1_0101 with pseudo-sequence DRB1_0101. The binding affinity (normalized) is 0.481.